Dataset: Forward reaction prediction with 1.9M reactions from USPTO patents (1976-2016). Task: Predict the product of the given reaction. (1) The product is: [CH2:48]([O:20][C:19]([C:16]1[CH:15]=[C:14]([O:30][CH2:23][C:24]2[CH:29]=[CH:28][CH:27]=[CH:26][CH:25]=2)[C:13]2[C:18](=[C:9]([O:8][CH2:1][C:2]3[CH:3]=[CH:4][CH:5]=[CH:6][CH:7]=3)[C:10]([Br:22])=[CH:11][CH:12]=2)[N:17]=1)=[O:21])[C:49]1[CH:54]=[CH:53][CH:52]=[CH:51][CH:50]=1. Given the reactants [CH2:1]([O:8][C:9]1[C:10]([Br:22])=[CH:11][CH:12]=[C:13]2[C:18]=1[N:17]=[C:16]([C:19]([OH:21])=[O:20])[CH:15]=[CH:14]2)[C:2]1[CH:7]=[CH:6][CH:5]=[CH:4][CH:3]=1.[CH2:23]([O:30]C1C(Br)=CC=C2C=1N=C(C(O)=O)C=C2O)[C:24]1[CH:29]=[CH:28][CH:27]=[CH:26][CH:25]=1.[H-].[Na+].[CH2:48](Br)[C:49]1[CH:54]=[CH:53][CH:52]=[CH:51][CH:50]=1, predict the reaction product. (2) Given the reactants C(OC([NH:8][C@@H:9]([C:12]1[CH:13]=[C:14]([C:18]2[CH:23]=[C:22]([C:24](=[O:36])[NH:25][C@@H:26]3[C:35]4[C:30](=[CH:31][CH:32]=[CH:33][CH:34]=4)[O:29][CH2:28][CH2:27]3)[CH:21]=[C:20]([CH2:37][O:38][C:39]3[CH:44]=[CH:43][CH:42]=[CH:41][C:40]=3[CH2:45][C:46]([OH:48])=[O:47])[CH:19]=2)[CH:15]=[CH:16][CH:17]=1)[CH2:10][OH:11])=O)(C)(C)C.Cl, predict the reaction product. The product is: [NH2:8][C@@H:9]([C:12]1[CH:13]=[C:14]([C:18]2[CH:23]=[C:22]([C:24](=[O:36])[NH:25][C@@H:26]3[C:35]4[C:30](=[CH:31][CH:32]=[CH:33][CH:34]=4)[O:29][CH2:28][CH2:27]3)[CH:21]=[C:20]([CH2:37][O:38][C:39]3[CH:44]=[CH:43][CH:42]=[CH:41][C:40]=3[CH2:45][C:46]([OH:48])=[O:47])[CH:19]=2)[CH:15]=[CH:16][CH:17]=1)[CH2:10][OH:11]. (3) Given the reactants Br[C:2]1[CH:3]=[C:4]2[C:9](=[CH:10][CH:11]=1)[N:8]=[C:7]([CH3:12])[C:6]([C:13](=[O:18])[C:14]([F:17])([F:16])[F:15])=[C:5]2[C:19]1[CH:24]=[CH:23][C:22]([S:25]([CH3:28])(=[O:27])=[O:26])=[CH:21][CH:20]=1.[OH:29][C:30]1([C:36]2[CH:41]=[CH:40][CH:39]=[CH:38][CH:37]=2)[CH2:35][CH2:34][NH:33][CH2:32][CH2:31]1, predict the reaction product. The product is: [F:15][C:14]([F:17])([F:16])[C:13]([C:6]1[C:7]([CH3:12])=[N:8][C:9]2[C:4]([C:5]=1[C:19]1[CH:24]=[CH:23][C:22]([S:25]([CH3:28])(=[O:26])=[O:27])=[CH:21][CH:20]=1)=[CH:3][C:2]([N:33]1[CH2:34][CH2:35][C:30]([OH:29])([C:36]3[CH:37]=[CH:38][CH:39]=[CH:40][CH:41]=3)[CH2:31][CH2:32]1)=[CH:11][CH:10]=2)=[O:18]. (4) Given the reactants [CH3:1][O:2][C:3]1[CH:4]=[CH:5][C:6]([C:14](=[O:21])[CH:15]([CH3:20])[C:16]([O:18][CH3:19])=[O:17])=[C:7]2[C:12]=1[N:11]=[C:10]([CH3:13])[CH:9]=[CH:8]2.[H-].[Na+].I[CH3:25].[Cl-].[NH4+], predict the reaction product. The product is: [CH3:1][O:2][C:3]1[CH:4]=[CH:5][C:6]([C:14](=[O:21])[C:15]([CH3:25])([CH3:20])[C:16]([O:18][CH3:19])=[O:17])=[C:7]2[C:12]=1[N:11]=[C:10]([CH3:13])[CH:9]=[CH:8]2. (5) Given the reactants [NH2:1][C:2]1[CH:26]=[CH:25][C:5]([O:6][C:7]2[CH:12]=[CH:11][N:10]=[C:9]3[CH:13]=[C:14]([C:16]4[CH2:21][CH2:20][N:19]([C:22](=[O:24])[CH3:23])[CH2:18][CH:17]=4)[S:15][C:8]=23)=[C:4]([F:27])[CH:3]=1.C(N1C2C(OC3C=CC(N[C:47]([NH:49][C:50](=[O:58])[CH2:51][C:52]4[CH:57]=[CH:56][CH:55]=[CH:54][CH:53]=4)=[S:48])=CC=3F)=NC=NC=2C=C1)C, predict the reaction product. The product is: [C:22]([N:19]1[CH2:20][CH:21]=[C:16]([C:14]2[S:15][C:8]3[C:9](=[N:10][CH:11]=[CH:12][C:7]=3[O:6][C:5]3[CH:25]=[CH:26][C:2]([NH:1][C:47]([NH:49][C:50](=[O:58])[CH2:51][C:52]4[CH:53]=[CH:54][CH:55]=[CH:56][CH:57]=4)=[S:48])=[CH:3][C:4]=3[F:27])[CH:13]=2)[CH2:17][CH2:18]1)(=[O:24])[CH3:23]. (6) The product is: [O:46]1[C:45]2[CH:49]=[CH:50][C:42]([C:9]3[CH:8]=[C:7]([CH:12]=[C:11]([O:13][CH2:14][CH2:15][CH2:16][CH2:17][CH2:18][CH2:19][C:20]4[CH:25]=[CH:24][CH:23]=[C:22]([O:26][CH2:27][CH2:28][CH2:29][C:30]([O:32][CH2:33][CH3:34])=[O:31])[C:21]=4[CH2:35][CH2:36][C:37]([O:39][CH2:40][CH3:41])=[O:38])[CH:10]=3)[C:6]([OH:51])=[O:5])=[CH:43][C:44]=2[O:48][CH2:47]1. Given the reactants C([O:5][C:6](=[O:51])[C:7]1[CH:12]=[C:11]([O:13][CH2:14][CH2:15][CH2:16][CH2:17][CH2:18][CH2:19][C:20]2[CH:25]=[CH:24][CH:23]=[C:22]([O:26][CH2:27][CH2:28][CH2:29][C:30]([O:32][CH2:33][CH3:34])=[O:31])[C:21]=2[CH2:35][CH2:36][C:37]([O:39][CH2:40][CH3:41])=[O:38])[CH:10]=[C:9]([C:42]2[CH:50]=[CH:49][C:45]3[O:46][CH2:47][O:48][C:44]=3[CH:43]=2)[CH:8]=1)(C)(C)C, predict the reaction product. (7) Given the reactants [Cl:1][C:2]1[CH:7]=[C:6]([F:8])[CH:5]=[CH:4][C:3]=1[N:9]([C:24](=[O:36])[CH2:25][CH2:26][CH2:27][C:28](=[O:35])[O:29]CC(Cl)(Cl)Cl)[S:10]([CH:13]1[C:18]([C:19]([O:21][CH2:22][CH3:23])=[O:20])=[CH:17][CH2:16][CH2:15][CH2:14]1)(=[O:12])=[O:11].C(O)(=O)C, predict the reaction product. The product is: [Cl:1][C:2]1[CH:7]=[C:6]([F:8])[CH:5]=[CH:4][C:3]=1[N:9]([S:10]([CH:13]1[CH2:14][CH2:15][CH2:16][CH:17]=[C:18]1[C:19]([O:21][CH2:22][CH3:23])=[O:20])(=[O:11])=[O:12])[C:24](=[O:36])[CH2:25][CH2:26][CH2:27][C:28]([OH:35])=[O:29]. (8) Given the reactants F[C:2]1[CH:9]=[CH:8][C:5]([CH:6]=[O:7])=[CH:4][CH:3]=1.C(=O)([O-])[O-].[K+].[K+].[C:16]1([SH:22])[CH:21]=[CH:20][CH:19]=[CH:18][CH:17]=1, predict the reaction product. The product is: [C:16]1([S:22][C:8]2[CH:9]=[CH:2][CH:3]=[CH:4][C:5]=2[CH:6]=[O:7])[CH:21]=[CH:20][CH:19]=[CH:18][CH:17]=1. (9) Given the reactants Cl[C:2]1[C:19]2[C:6](=[C:7]3[C:16](=[CH:17][CH:18]=2)[C:15]2[C:10](=[CH:11][CH:12]=[CH:13][CH:14]=2)[S:9](=[O:21])(=[O:20])[NH:8]3)[N:5]=[CH:4][CH:3]=1.[CH3:22][N:23]([CH3:27])[CH2:24][CH2:25][NH2:26].CCN(C(C)C)C(C)C, predict the reaction product. The product is: [O:20]=[S:9]1(=[O:21])[C:10]2[C:15](=[CH:14][CH:13]=[CH:12][CH:11]=2)[C:16]2[C:7](=[C:6]3[C:19](=[CH:18][CH:17]=2)[C:2]([NH:26][CH2:25][CH2:24][N:23]([CH3:27])[CH3:22])=[CH:3][CH:4]=[N:5]3)[NH:8]1. (10) Given the reactants [NH2:1][CH2:2][CH2:3][CH2:4][CH2:5][CH2:6][C:7]([OH:9])=[O:8].[OH-].[Na+].[C:12](Cl)(=[O:15])[CH:13]=[CH2:14].Cl, predict the reaction product. The product is: [C:12]([NH:1][CH2:2][CH2:3][CH2:4][CH2:5][CH2:6][C:7]([OH:9])=[O:8])(=[O:15])[CH:13]=[CH2:14].